From a dataset of Reaction yield outcomes from USPTO patents with 853,638 reactions. Predict the reaction yield, written as a fraction of the theoretical maximum amount of product (1.0 means a 100% yield; for example, 0.34 means a 34% yield). (1) The reactants are [F:1][C:2]([F:24])([F:23])[C:3]1[CH:4]=[C:5]([C:13]2[N:17]=[CH:16][N:15](/[CH:18]=[CH:19]\[C:20](O)=[O:21])[N:14]=2)[CH:6]=[C:7]([C:9]([F:12])([F:11])[F:10])[CH:8]=1.[C:25]([O:29][C:30]([N:32]1[CH2:35][C:34]2([CH2:39][CH2:38][NH:37][CH2:36]2)[CH2:33]1)=[O:31])([CH3:28])([CH3:27])[CH3:26].C(P1(=O)OP(CCC)(=O)OP(CCC)(=O)O1)CC.CCN(C(C)C)C(C)C. The catalyst is C(OC(=O)C)C. The product is [F:24][C:2]([F:1])([F:23])[C:3]1[CH:4]=[C:5]([C:13]2[N:17]=[CH:16][N:15](/[CH:18]=[CH:19]\[C:20]([N:37]3[CH2:38][CH2:39][C:34]4([CH2:35][N:32]([C:30]([O:29][C:25]([CH3:28])([CH3:26])[CH3:27])=[O:31])[CH2:33]4)[CH2:36]3)=[O:21])[N:14]=2)[CH:6]=[C:7]([C:9]([F:10])([F:11])[F:12])[CH:8]=1. The yield is 0.430. (2) No catalyst specified. The yield is 0.460. The reactants are [CH3:1][O:2][C:3]1[CH:4]=[C:5]2[C:10](=[CH:11][C:12]=1[O:13][CH3:14])[N:9]=[CH:8][N:7]=[C:6]2[S:15][C:16]1[CH:17]=[C:18]([CH:20]=[CH:21][CH:22]=1)[NH2:19].[F:23][C:24]([C:27]1[CH:31]=[C:30]([NH:32][C:33](=O)[O:34]C2C=CC=CC=2)[O:29][N:28]=1)([CH3:26])[CH3:25].COC1C=C2C(=CC=1OC)N=CN=C2OC1C=C(NC(NC2ON=C(C(C)C)C=2)=O)C=CC=1. The product is [CH3:1][O:2][C:3]1[CH:4]=[C:5]2[C:10](=[CH:11][C:12]=1[O:13][CH3:14])[N:9]=[CH:8][N:7]=[C:6]2[S:15][C:16]1[CH:17]=[C:18]([NH:19][C:33]([NH:32][C:30]2[O:29][N:28]=[C:27]([C:24]([F:23])([CH3:25])[CH3:26])[CH:31]=2)=[O:34])[CH:20]=[CH:21][CH:22]=1. (3) The reactants are [Cl:1][C:2]1[CH:3]=[CH:4][C:5]([I:11])=[C:6]([CH:10]=1)[C:7](O)=[O:8].S(Cl)(Cl)=O.ClC1C=CC(I)=C(C=1)C(Cl)=O.Cl.[CH3:28][NH:29][O:30][CH3:31].N1C=CC=CC=1. The catalyst is C(Cl)Cl.CN(C=O)C. The product is [Cl:1][C:2]1[CH:3]=[CH:4][C:5]([I:11])=[C:6]([CH:10]=1)[C:7]([N:29]([O:30][CH3:31])[CH3:28])=[O:8]. The yield is 0.950.